This data is from Forward reaction prediction with 1.9M reactions from USPTO patents (1976-2016). The task is: Predict the product of the given reaction. (1) Given the reactants [CH3:1][C:2](C)([O-])[CH3:3].[K+].[C:7](=[N:20][CH:21]1[CH2:25][CH2:24][N:23]([CH3:26])[C:22]1=[O:27])([C:14]1[CH:19]=[CH:18][CH:17]=[CH:16][CH:15]=1)[C:8]1[CH:13]=[CH:12][CH:11]=[CH:10][CH:9]=1.C(Br)C#C.C1(C)C=CC=CC=1, predict the reaction product. The product is: [C:7](=[N:20][C:21]1([CH2:3][C:2]#[CH:1])[CH2:25][CH2:24][N:23]([CH3:26])[C:22]1=[O:27])([C:14]1[CH:19]=[CH:18][CH:17]=[CH:16][CH:15]=1)[C:8]1[CH:13]=[CH:12][CH:11]=[CH:10][CH:9]=1. (2) Given the reactants [F:1][C:2]1[CH:22]=[CH:21][C:5]([CH2:6][O:7][C:8]2[CH:17]=[C:16]3[C:11]([CH:12]=[C:13]([C:18]([O-:20])=O)[CH:14]=[N:15]3)=[CH:10][CH:9]=2)=[CH:4][CH:3]=1.[Na+].F[C:25]1C=CC(COC2C=C3C(C=C(C(OCC)=O)C=N3)=CC=2)=CC=1.[OH-].[Na+], predict the reaction product. The product is: [F:1][C:2]1[CH:3]=[CH:4][C:5]([CH2:6][O:7][C:8]2[CH:17]=[C:16]3[C:11]([CH:12]=[C:13]([C:18](=[O:20])[CH3:25])[CH:14]=[N:15]3)=[CH:10][CH:9]=2)=[CH:21][CH:22]=1. (3) Given the reactants [H-].[Na+].[Br:3][C:4]1[CH:5]=[C:6]2C(=[CH:11][CH:12]=1)N[C:8](=O)[CH2:7]2.[CH3:14]I.Cl.[CH3:17][N:18]([CH:20]=[O:21])[CH3:19], predict the reaction product. The product is: [Br:3][C:4]1[CH:5]=[C:6]2[C:17](=[CH:11][CH:12]=1)[N:18]([CH3:19])[C:20](=[O:21])[C:7]2([CH3:8])[CH3:14].